The task is: Predict the reactants needed to synthesize the given product.. This data is from Full USPTO retrosynthesis dataset with 1.9M reactions from patents (1976-2016). (1) The reactants are: [C:1]([O:5][C:6]([N:8]1[CH2:13][CH:12]=[C:11]([CH:14]([C:22]([OH:24])=O)[C:15]2[CH:20]=[CH:19][C:18]([F:21])=[CH:17][CH:16]=2)[CH2:10][CH2:9]1)=[O:7])([CH3:4])([CH3:3])[CH3:2].Cl.Cl.[C:27]1([CH2:37][CH2:38][CH2:39][CH2:40][N:41]2[CH2:46][CH2:45][NH:44][CH2:43][CH2:42]2)[C:36]2[C:31](=[CH:32][CH:33]=[CH:34][CH:35]=2)[CH:30]=[CH:29][CH:28]=1.Cl.CNC(NC)CCN=C=NCC.O.ON1C2C=CC=CC=2N=N1. Given the product [C:1]([O:5][C:6]([N:8]1[CH2:13][CH:12]=[C:11]([CH:14]([C:15]2[CH:16]=[CH:17][C:18]([F:21])=[CH:19][CH:20]=2)[C:22]([N:44]2[CH2:43][CH2:42][N:41]([CH2:40][CH2:39][CH2:38][CH2:37][C:27]3[C:36]4[C:31](=[CH:32][CH:33]=[CH:34][CH:35]=4)[CH:30]=[CH:29][CH:28]=3)[CH2:46][CH2:45]2)=[O:24])[CH2:10][CH2:9]1)=[O:7])([CH3:2])([CH3:4])[CH3:3], predict the reactants needed to synthesize it. (2) Given the product [CH3:1][S:2]([O:6][CH:7]1[CH2:8][CH2:9][N:10]([C:13]([O:15][C:16]([CH3:19])([CH3:18])[CH3:17])=[O:14])[CH2:11][CH2:12]1)(=[O:4])=[O:3], predict the reactants needed to synthesize it. The reactants are: [CH3:1][S:2](Cl)(=[O:4])=[O:3].[OH:6][CH:7]1[CH2:12][CH2:11][N:10]([C:13]([O:15][C:16]([CH3:19])([CH3:18])[CH3:17])=[O:14])[CH2:9][CH2:8]1. (3) Given the product [Cl:12][C:6]1[CH:7]=[CH:8][CH:9]=[C:10]([F:11])[C:5]=1[CH2:4][C:3]1[C:14]([C:15]2[CH:20]=[CH:19][CH:18]=[CH:17][CH:16]=2)=[C:21]2[N:22]([CH:2]=1)[CH:23]=[CH:24][CH:25]=[CH:26]2, predict the reactants needed to synthesize it. The reactants are: Br[CH2:2][C:3](=O)[CH2:4][C:5]1[C:10]([F:11])=[CH:9][CH:8]=[CH:7][C:6]=1[Cl:12].[CH2:14]([C:21]1[CH:26]=[CH:25][CH:24]=[CH:23][N:22]=1)[C:15]1[CH:20]=[CH:19][CH:18]=[CH:17][CH:16]=1. (4) Given the product [I:19][C:6]1[CH:5]=[C:4]([CH3:8])[C:3]([N+:9]([O-:11])=[O:10])=[C:2]([CH3:1])[CH:7]=1, predict the reactants needed to synthesize it. The reactants are: [CH3:1][C:2]1[CH:7]=[CH:6][CH:5]=[C:4]([CH3:8])[C:3]=1[N+:9]([O-:11])=[O:10].OS(O)(=O)=O.II.[I:19](O)(=O)(=O)=O. (5) Given the product [Cl:1][C:2]1[CH:3]=[CH:4][C:5]([C:26]([F:28])([F:27])[F:29])=[C:6]([C:8]2[CH:13]=[CH:12][N:11]([CH:14]([CH2:18][C:19]3[CH:20]=[N:21][CH:22]=[CH:23][CH:24]=3)[C:15]([NH:30][C:31]3[CH:43]=[CH:42][C:34]([C:35]([O:37][C:38]([CH3:39])([CH3:40])[CH3:41])=[O:36])=[CH:33][CH:32]=3)=[O:16])[C:10](=[O:25])[CH:9]=2)[CH:7]=1, predict the reactants needed to synthesize it. The reactants are: [Cl:1][C:2]1[CH:3]=[CH:4][C:5]([C:26]([F:29])([F:28])[F:27])=[C:6]([C:8]2[CH:13]=[CH:12][N:11]([CH:14]([CH2:18][C:19]3[CH:20]=[N:21][CH:22]=[CH:23][CH:24]=3)[C:15](O)=[O:16])[C:10](=[O:25])[CH:9]=2)[CH:7]=1.[NH2:30][C:31]1[CH:43]=[CH:42][C:34]([C:35]([O:37][C:38]([CH3:41])([CH3:40])[CH3:39])=[O:36])=[CH:33][CH:32]=1. (6) Given the product [NH2:1][C:2]1[N:3]=[C:4]([N:18]2[CH2:26][CH:25]3[CH:20]([N:21]([C:27]([O:29][C:30]([CH3:33])([CH3:32])[CH3:31])=[O:28])[CH2:22][CH2:23][CH2:24]3)[CH2:19]2)[C:5]2[CH2:12][CH2:11][O:10][C:9]3[CH:13]=[C:14]([C:27]([O:29][CH3:30])=[O:28])[CH:15]=[CH:16][C:8]=3[C:6]=2[N:7]=1, predict the reactants needed to synthesize it. The reactants are: [NH2:1][C:2]1[N:3]=[C:4]([N:18]2[CH2:26][CH:25]3[CH:20]([N:21]([C:27]([O:29][C:30]([CH3:33])([CH3:32])[CH3:31])=[O:28])[CH2:22][CH2:23][CH2:24]3)[CH2:19]2)[C:5]2[CH2:12][CH2:11][O:10][C:9]3[CH:13]=[C:14](I)[CH:15]=[CH:16][C:8]=3[C:6]=2[N:7]=1.C(N(CC)CC)C.[C]=O. (7) Given the product [CH2:21]([O:28][C:29]([N:31]1[CH2:36][CH2:35][CH2:34][C@H:33]([C:37]2[O:39][CH:2]=[C:3]([C:5]3[N:6]([S:11]([C:14]4[CH:19]=[CH:18][C:17]([CH3:20])=[CH:16][CH:15]=4)(=[O:13])=[O:12])[CH:7]=[C:8]([F:10])[CH:9]=3)[N:38]=2)[CH2:32]1)=[O:30])[C:22]1[CH:23]=[CH:24][CH:25]=[CH:26][CH:27]=1, predict the reactants needed to synthesize it. The reactants are: Br[CH2:2][C:3]([C:5]1[N:6]([S:11]([C:14]2[CH:19]=[CH:18][C:17]([CH3:20])=[CH:16][CH:15]=2)(=[O:13])=[O:12])[CH:7]=[C:8]([F:10])[CH:9]=1)=O.[CH2:21]([O:28][C:29]([N:31]1[CH2:36][CH2:35][CH2:34][C@H:33]([C:37](=[O:39])[NH2:38])[CH2:32]1)=[O:30])[C:22]1[CH:27]=[CH:26][CH:25]=[CH:24][CH:23]=1. (8) Given the product [N:1]1[CH:6]=[CH:5][CH:4]=[C:3]([C:7](=[O:9])[CH2:8][C:12](=[O:14])[CH3:13])[CH:2]=1, predict the reactants needed to synthesize it. The reactants are: [N:1]1[CH:6]=[CH:5][CH:4]=[C:3]([C:7](=[O:9])[CH3:8])[CH:2]=1.[H-].[Na+].[C:12](OC)(=[O:14])[CH3:13]. (9) Given the product [F:1][C:2]1[CH:9]=[C:8]([F:10])[CH:7]=[CH:6][C:3]=1/[CH:4]=[C:16](/[C:15]1[CH:19]=[CH:20][C:21]([O:22][CH3:23])=[C:13]([O:12][CH3:11])[CH:14]=1)\[C:17]#[N:18], predict the reactants needed to synthesize it. The reactants are: [F:1][C:2]1[CH:9]=[C:8]([F:10])[CH:7]=[CH:6][C:3]=1[CH:4]=O.[CH3:11][O:12][C:13]1[CH:14]=[C:15]([CH:19]=[CH:20][C:21]=1[O:22][CH3:23])[CH2:16][C:17]#[N:18]. (10) Given the product [CH2:15]([O:17][C:18]1[CH:19]=[C:20]([C:28]2[CH:33]=[C:32]([C:34]([F:36])([F:37])[F:35])[N:31]=[C:30]([C:38]3[O:1][N:2]=[C:3]([C:4]4[CH:9]=[CH:8][C:7]([S:10]([NH2:11])(=[O:12])=[O:13])=[CH:6][CH:5]=4)[N:14]=3)[N:29]=2)[CH:21]=[CH:22][C:23]=1[C:24]([F:25])([F:26])[F:27])[CH3:16], predict the reactants needed to synthesize it. The reactants are: [OH:1][NH:2][C:3](=[NH:14])[C:4]1[CH:9]=[CH:8][C:7]([S:10](=[O:13])(=[O:12])[NH2:11])=[CH:6][CH:5]=1.[CH2:15]([O:17][C:18]1[CH:19]=[C:20]([C:28]2[CH:33]=[C:32]([C:34]([F:37])([F:36])[F:35])[N:31]=[C:30]([C:38](O)=O)[N:29]=2)[CH:21]=[CH:22][C:23]=1[C:24]([F:27])([F:26])[F:25])[CH3:16].